This data is from Reaction yield outcomes from USPTO patents with 853,638 reactions. The task is: Predict the reaction yield, written as a fraction of the theoretical maximum amount of product (1.0 means a 100% yield; for example, 0.34 means a 34% yield). The reactants are C(O[BH-](OC(=O)C)OC(=O)C)(=O)C.[Na+].[CH2:15]([NH:22][CH2:23][CH2:24][C:25]1[CH:40]=[CH:39][C:28]([O:29][C:30]2[CH:38]=[CH:37][C:33]([C:34]([NH2:36])=[O:35])=[CH:32][N:31]=2)=[CH:27][CH:26]=1)[C:16]1[CH:21]=[CH:20][CH:19]=[CH:18][CH:17]=1.[CH:41](=O)[C:42]1[CH:47]=[CH:46][CH:45]=[CH:44][CH:43]=1.C(O)(=O)C.[OH-].[Na+]. The catalyst is ClCCCl. The product is [CH2:15]([N:22]([CH2:41][C:42]1[CH:47]=[CH:46][CH:45]=[CH:44][CH:43]=1)[CH2:23][CH2:24][C:25]1[CH:40]=[CH:39][C:28]([O:29][C:30]2[CH:38]=[CH:37][C:33]([C:34]([NH2:36])=[O:35])=[CH:32][N:31]=2)=[CH:27][CH:26]=1)[C:16]1[CH:17]=[CH:18][CH:19]=[CH:20][CH:21]=1. The yield is 0.650.